Dataset: Catalyst prediction with 721,799 reactions and 888 catalyst types from USPTO. Task: Predict which catalyst facilitates the given reaction. (1) Reactant: [CH:1]([O:4][C:5]([N:7]1[CH2:12][CH2:11][CH:10]([C@H:13]([CH3:24])[CH2:14][CH2:15][O:16][C:17]2[CH:18]=[N:19][C:20](Cl)=[N:21][CH:22]=2)[CH2:9][CH2:8]1)=[O:6])([CH3:3])[CH3:2].[C:25]([O:29][C:30](=[O:45])[NH:31][C@H:32]1[C@H:36]([C:37]2[CH:42]=[CH:41][C:40]([F:43])=[CH:39][C:38]=2[F:44])[CH2:35][NH:34][CH2:33]1)([CH3:28])([CH3:27])[CH3:26].C1CCN2C(=NCCC2)CC1. Product: [CH:1]([O:4][C:5]([N:7]1[CH2:12][CH2:11][CH:10]([C@H:13]([CH3:24])[CH2:14][CH2:15][O:16][C:17]2[CH:18]=[N:19][C:20]([N:34]3[CH2:35][C@@H:36]([C:37]4[CH:42]=[CH:41][C:40]([F:43])=[CH:39][C:38]=4[F:44])[C@H:32]([NH:31][C:30]([O:29][C:25]([CH3:28])([CH3:27])[CH3:26])=[O:45])[CH2:33]3)=[N:21][CH:22]=2)[CH2:9][CH2:8]1)=[O:6])([CH3:3])[CH3:2]. The catalyst class is: 16. (2) Reactant: C(OC(=O)[NH:7][C:8]1[CH:9]=[C:10]([C:19]2[CH:24]=[CH:23][C:22]([C:25](=[O:46])[NH:26][C:27]3[CH:32]=[CH:31][C:30]([CH2:33][N:34]4[CH2:39][CH2:38][N:37]([S:40]([CH2:43][CH2:44][CH3:45])(=[O:42])=[O:41])[CH2:36][CH2:35]4)=[CH:29][CH:28]=3)=[CH:21][CH:20]=2)[C:11]([O:14][C:15]([F:18])([F:17])[F:16])=[CH:12][CH:13]=1)(C)(C)C. Product: [CH2:43]([S:40]([N:37]1[CH2:38][CH2:39][N:34]([CH2:33][C:30]2[CH:31]=[CH:32][C:27]([NH:26][C:25]([C:22]3[CH:23]=[CH:24][C:19]([C:10]4[CH:9]=[C:8]([NH2:7])[CH:13]=[CH:12][C:11]=4[O:14][C:15]([F:17])([F:18])[F:16])=[CH:20][CH:21]=3)=[O:46])=[CH:28][CH:29]=2)[CH2:35][CH2:36]1)(=[O:41])=[O:42])[CH2:44][CH3:45]. The catalyst class is: 557. (3) Reactant: Br[C:2]1[S:3][C:4](Br)=[CH:5][CH:6]=1.[CH3:8][O:9][C:10]1[CH:11]=[C:12](B(O)O)[CH:13]=[CH:14][CH:15]=1. Product: [CH3:8][O:9][C:10]1[CH:11]=[C:12]([C:2]2[S:3][C:4]([C:14]3[CH:13]=[CH:12][CH:11]=[C:10]([O:9][CH3:8])[CH:15]=3)=[CH:5][CH:6]=2)[CH:13]=[CH:14][CH:15]=1. The catalyst class is: 195. (4) Reactant: [Cl:1][C:2]1[CH:3]=[C:4]([C:12]2[O:16][N:15]=[C:14]([C:17]3[CH:22]=[CH:21][C:20]([CH2:23][N:24]4[CH:28]=[CH:27][C:26]([C:29]([O:31]CC)=[O:30])=[N:25]4)=[CH:19][CH:18]=3)[N:13]=2)[CH:5]=[CH:6][C:7]=1[O:8][CH:9]([CH3:11])[CH3:10].[OH-].[Na+:35]. Product: [Cl:1][C:2]1[CH:3]=[C:4]([C:12]2[O:16][N:15]=[C:14]([C:17]3[CH:22]=[CH:21][C:20]([CH2:23][N:24]4[CH:28]=[CH:27][C:26]([C:29]([O-:31])=[O:30])=[N:25]4)=[CH:19][CH:18]=3)[N:13]=2)[CH:5]=[CH:6][C:7]=1[O:8][CH:9]([CH3:10])[CH3:11].[Na+:35]. The catalyst class is: 14.